This data is from Reaction yield outcomes from USPTO patents with 853,638 reactions. The task is: Predict the reaction yield, written as a fraction of the theoretical maximum amount of product (1.0 means a 100% yield; for example, 0.34 means a 34% yield). (1) The reactants are Cl[C:2]1[N:7]([CH3:8])[C:6](=[O:9])[CH:5]=[C:4]([C:10]2[CH:15]=[CH:14][N:13]=[CH:12][N:11]=2)[N:3]=1.Cl.[O:17]1[CH2:22][CH2:21][NH:20][C@@H:19]2[CH2:23][CH2:24][C:25]3[C:30]([C@@H:18]12)=[CH:29][CH:28]=[CH:27][CH:26]=3.C(N(CC)CC)C. The catalyst is O1CCCC1. The product is [O:17]1[CH2:22][CH2:21][N:20]([C:2]2[N:7]([CH3:8])[C:6](=[O:9])[CH:5]=[C:4]([C:10]3[CH:15]=[CH:14][N:13]=[CH:12][N:11]=3)[N:3]=2)[C@@H:19]2[CH2:23][CH2:24][C:25]3[C:30]([C@@H:18]12)=[CH:29][CH:28]=[CH:27][CH:26]=3. The yield is 0.160. (2) The reactants are [CH2:1]([S:3]([N:6]1[CH2:11][CH2:10][CH:9]([C:12]2[C:20]3[C:15](=[C:16]([C:29]([NH2:31])=[O:30])[CH:17]=[C:18]([C:21]4[CH:26]=[CH:25][CH:24]=[C:23]([CH:27]=O)[CH:22]=4)[CH:19]=3)[NH:14][CH:13]=2)[CH2:8][CH2:7]1)(=[O:5])=[O:4])[CH3:2].[NH2:32][C@H:33]([CH:36]([CH3:38])[CH3:37])[CH2:34][OH:35].[BH-](OC(C)=O)(OC(C)=O)OC(C)=O.[Na+]. No catalyst specified. The product is [CH2:1]([S:3]([N:6]1[CH2:7][CH2:8][CH:9]([C:12]2[C:20]3[C:15](=[C:16]([C:29]([NH2:31])=[O:30])[CH:17]=[C:18]([C:21]4[CH:26]=[CH:25][CH:24]=[C:23]([CH2:27][NH:32][C@@H:33]([CH2:34][OH:35])[CH:36]([CH3:38])[CH3:37])[CH:22]=4)[CH:19]=3)[NH:14][CH:13]=2)[CH2:10][CH2:11]1)(=[O:5])=[O:4])[CH3:2]. The yield is 0.250. (3) The reactants are [CH2:1]([O:8][C:9]1[CH:10]=[C:11]([CH2:25][C:26](O)=[O:27])[CH:12]=[C:13]([C:15]2[CH:20]=[CH:19][C:18]([C:21]([F:24])([F:23])[F:22])=[CH:17][CH:16]=2)[CH:14]=1)[C:2]1[CH:7]=[CH:6][CH:5]=[CH:4][CH:3]=1.CN1CCOCC1.CC(C)(C)C(Cl)=O.[CH2:43]([C@@H:50]1[CH2:54][O:53][C:52](=[O:55])[NH:51]1)[C:44]1[CH:49]=[CH:48][CH:47]=[CH:46][CH:45]=1.[Li]CCCC. The catalyst is C1COCC1. The product is [CH2:43]([CH:50]1[CH2:54][O:53][C:52](=[O:55])[N:51]1[C:26](=[O:27])[CH2:25][C:11]1[CH:12]=[C:13]([C:15]2[CH:20]=[CH:19][C:18]([C:21]([F:23])([F:22])[F:24])=[CH:17][CH:16]=2)[CH:14]=[C:9]([O:8][CH2:1][C:2]2[CH:7]=[CH:6][CH:5]=[CH:4][CH:3]=2)[CH:10]=1)[C:44]1[CH:45]=[CH:46][CH:47]=[CH:48][CH:49]=1. The yield is 0.720. (4) The reactants are [N:1]1([CH2:7][CH2:8][CH2:9][O:10][C:11]2[CH:18]=[CH:17][C:14]([CH:15]=O)=[CH:13][CH:12]=2)[CH2:6][CH2:5][CH2:4][CH2:3][CH2:2]1.[ClH:19].[CH3:20][NH:21][CH3:22].C(O[BH-](OC(=O)C)OC(=O)C)(=O)C.[Na+].[OH-].[Na+].ClC[CH2:41][Cl:42]. The catalyst is C(O)(=O)C. The product is [NH3:1].[CH2:41]([Cl:42])[Cl:19].[CH3:20][N:21]([CH3:22])[CH2:15][C:14]1[CH:17]=[CH:18][C:11]([O:10][CH2:9][CH2:8][CH2:7][N:1]2[CH2:6][CH2:5][CH2:4][CH2:3][CH2:2]2)=[CH:12][CH:13]=1. The yield is 0.0300.